Predict the reactants needed to synthesize the given product. From a dataset of Full USPTO retrosynthesis dataset with 1.9M reactions from patents (1976-2016). Given the product [Br:1][CH:18]1[CH:19]([CH3:23])[CH2:20][CH2:21][CH2:22][C:17]1=[O:16], predict the reactants needed to synthesize it. The reactants are: [Br:1]N1C(=O)CCC1=O.C([O-])(=O)C.[Na+].C[Si](C)(C)[O:16][C:17]1[CH2:22][CH2:21][CH2:20][CH:19]([CH3:23])[CH:18]=1.O.